This data is from Full USPTO retrosynthesis dataset with 1.9M reactions from patents (1976-2016). The task is: Predict the reactants needed to synthesize the given product. (1) Given the product [C:1]([O:5][C:6]([NH:8][C@@H:9]1[CH2:10][CH2:11][C@H:12]([N:15]2[C:16](=[O:17])[C:18]3[CH:23]=[C:22]([F:24])[CH:21]=[N:20][C:19]=3[N:25]([C@H:26]3[CH2:27][CH2:28][C@H:29]([C:32]([O:34][CH3:35])=[O:33])[CH2:30][CH2:31]3)[C:38]2=[O:39])[CH2:13][CH2:14]1)=[O:7])([CH3:4])([CH3:3])[CH3:2], predict the reactants needed to synthesize it. The reactants are: [C:1]([O:5][C:6]([NH:8][C@@H:9]1[CH2:14][CH2:13][C@H:12]([NH:15][C:16]([C:18]2[C:19]([NH:25][C@H:26]3[CH2:31][CH2:30][C@H:29]([C:32]([O:34][CH3:35])=[O:33])[CH2:28][CH2:27]3)=[N:20][CH:21]=[C:22]([F:24])[CH:23]=2)=[O:17])[CH2:11][CH2:10]1)=[O:7])([CH3:4])([CH3:3])[CH3:2].[H-].[Na+].[C:38]([O-])(O)=[O:39].[Na+]. (2) Given the product [O:32]=[C:26]1[CH:25]([N:18]2[C:17](=[O:33])[C:16]3[C:20](=[CH:21][CH:22]=[CH:23][C:15]=3[CH2:14][NH:13][C:34]([C:35]3[CH:36]=[N:37][CH:38]=[CH:39][CH:40]=3)=[O:41])[C:19]2=[O:24])[CH2:30][CH2:29][C:28](=[O:31])[NH:27]1, predict the reactants needed to synthesize it. The reactants are: N12CCCN=C1CCCCC2.Cl.[NH2:13][CH2:14][C:15]1[CH:23]=[CH:22][CH:21]=[C:20]2[C:16]=1[C:17](=[O:33])[N:18]([CH:25]1[CH2:30][CH2:29][C:28](=[O:31])[NH:27][C:26]1=[O:32])[C:19]2=[O:24].[C:34](Cl)(=[O:41])[C:35]1[CH:40]=[CH:39][CH:38]=[N:37][CH:36]=1. (3) Given the product [Br:1][C:2]1[C:3]([NH:27][CH2:19][CH2:20][C:21]2[CH:26]=[CH:25][CH:24]=[CH:23][CH:22]=2)=[N:4][C:5]([Cl:8])=[N:6][CH:7]=1, predict the reactants needed to synthesize it. The reactants are: [Br:1][C:2]1[C:3](Cl)=[N:4][C:5]([Cl:8])=[N:6][CH:7]=1.C(N(C(C)C)CC)(C)C.[CH2:19]([NH2:27])[CH2:20][C:21]1[CH:26]=[CH:25][CH:24]=[CH:23][CH:22]=1. (4) Given the product [OH:27][CH:21]1[CH2:20][CH:19]2[N:26]([C:13]([C:12]3[CH:16]=[CH:17][CH:18]=[C:10]([O:9][CH2:8][CH2:7][CH:4]4[CH2:3][CH2:2][O:1][CH2:6][CH2:5]4)[CH:11]=3)=[O:15])[CH:23]([CH2:24][CH2:25]2)[CH2:22]1, predict the reactants needed to synthesize it. The reactants are: [O:1]1[CH2:6][CH2:5][CH:4]([CH2:7][CH2:8][O:9][C:10]2[CH:11]=[C:12]([CH:16]=[CH:17][CH:18]=2)[C:13]([OH:15])=O)[CH2:3][CH2:2]1.[CH:19]12[NH:26][CH:23]([CH2:24][CH2:25]1)[CH2:22][CH:21]([OH:27])[CH2:20]2. (5) Given the product [CH2:1]([S:9][C:18]1[CH:23]=[CH:22][CH:21]=[CH:20][CH:19]=1)[CH2:2][CH2:3][CH2:4][CH2:5][CH2:6][CH2:7][CH3:8], predict the reactants needed to synthesize it. The reactants are: [CH2:1]([SH:9])[CH2:2][CH2:3][CH2:4][CH2:5][CH2:6][CH2:7][CH3:8].C1C(=O)N(Cl)C(=O)C1.[C:18]1([Zn]Br)[CH:23]=[CH:22][CH:21]=[CH:20][CH:19]=1. (6) Given the product [CH2:11]([N:1]1[CH2:9][CH2:8][CH:4]([C:5]([NH2:7])=[O:6])[CH2:3][CH2:2]1)[CH2:12][CH2:13][CH2:14][CH2:15][CH3:16], predict the reactants needed to synthesize it. The reactants are: [NH:1]1[CH2:9][CH2:8][CH:4]([C:5]([NH2:7])=[O:6])[CH2:3][CH2:2]1.I[CH2:11][CH2:12][CH2:13][CH2:14][CH2:15][CH3:16].C(=O)([O-])[O-].[K+].[K+]. (7) Given the product [CH2:1]([O:3][C:4](=[O:16])[C:5]1[CH:10]=[C:9]([C:11]([F:13])([F:12])[F:14])[CH:8]=[C:7]([S:15][CH2:18][C:19](=[O:21])[CH3:20])[CH:6]=1)[CH3:2], predict the reactants needed to synthesize it. The reactants are: [CH2:1]([O:3][C:4](=[O:16])[C:5]1[CH:10]=[C:9]([C:11]([F:14])([F:13])[F:12])[CH:8]=[C:7]([SH:15])[CH:6]=1)[CH3:2].Cl[CH2:18][C:19](=[O:21])[CH3:20]. (8) Given the product [Cl:45][C:42]1[CH:43]=[CH:44][C:39]([C:37]2[C:36]3[CH:46]=[C:47]([O:50][CH3:51])[CH:48]=[CH:49][C:35]=3[N:34]3[C:52]([CH3:55])=[N:53][N:54]=[C:33]3[C@H:32]([CH2:31][C:30]([NH:29][CH2:28][CH2:27][CH2:26][CH2:25][NH:24][C:8]([C:7]3[CH:6]=[CH:5][C:4]([B:1]([OH:2])[OH:3])=[CH:12][CH:11]=3)=[O:10])=[O:56])[N:38]=2)=[CH:40][CH:41]=1, predict the reactants needed to synthesize it. The reactants are: [B:1]([C:4]1[CH:12]=[CH:11][C:7]([C:8]([OH:10])=O)=[CH:6][CH:5]=1)([OH:3])[OH:2].CCN=C=NCCCN(C)C.[NH2:24][CH2:25][CH2:26][CH2:27][CH2:28][NH:29][C:30](=[O:56])[CH2:31][C@@H:32]1[N:38]=[C:37]([C:39]2[CH:44]=[CH:43][C:42]([Cl:45])=[CH:41][CH:40]=2)[C:36]2[CH:46]=[C:47]([O:50][CH3:51])[CH:48]=[CH:49][C:35]=2[N:34]2[C:52]([CH3:55])=[N:53][N:54]=[C:33]12.ClC1C=CC(C2C3C=C(OC)C=CC=3N3C(C)=NN=C3[C@H](CC(NCCNC(C3C=CC(B(O)O)=CC=3)=O)=O)N=2)=CC=1. (9) Given the product [N+:1]([C:4]1[CH:5]=[C:6]([NH:10][CH2:11][C:12]([O:14][CH2:15][CH3:16])=[O:13])[CH:7]=[CH:8][CH:9]=1)([O-:3])=[O:2], predict the reactants needed to synthesize it. The reactants are: [N+:1]([C:4]1[CH:5]=[C:6]([NH:10][CH2:11][C:12]([OH:14])=[O:13])[CH:7]=[CH:8][CH:9]=1)([O-:3])=[O:2].[CH2:15](O)[CH3:16].